This data is from Reaction yield outcomes from USPTO patents with 853,638 reactions. The task is: Predict the reaction yield, written as a fraction of the theoretical maximum amount of product (1.0 means a 100% yield; for example, 0.34 means a 34% yield). (1) The reactants are C(NC(C)C)(C)C.[CH2:8]([Li])[CH2:9][CH2:10][CH3:11].[CH3:13][O:14][C:15](=[O:25])[CH2:16][C:17]1[CH:22]=[CH:21][C:20]([S:23][CH3:24])=[CH:19][CH:18]=1.[O:26]1CCC[CH2:27]1. The catalyst is CN1CCCN(C)C1=O.[Au]. The product is [CH3:13][O:14][C:15](=[O:25])[CH:16]([C:17]1[CH:22]=[CH:21][C:20]([S:23][CH3:24])=[CH:19][CH:18]=1)[CH2:11][C@H:10]1[CH2:9][CH2:8][CH2:27][O:26]1. The yield is 0.390. (2) The reactants are [F:1][C:2]1[CH:3]=[C:4]2[C:8](=[CH:9][CH:10]=1)[NH:7][CH:6]=[C:5]2[CH:11]=[O:12].N1C2C(=CC=CC=2)C=[C:14]1C(OCC)=O. No catalyst specified. The product is [F:1][C:2]1[CH:3]=[C:4]2[C:8](=[CH:9][CH:10]=1)[N:7]([CH3:14])[CH:6]=[C:5]2[CH:11]=[O:12]. The yield is 0.500. (3) The reactants are [CH:1]([O:4][C:5](=[O:32])[C:6]1[CH:11]=[CH:10][C:9]([C:12]#[C:13][C:14]2[CH:19]=[CH:18][C:17]([CH2:20][C:21]([O:23]C)=[O:22])=[C:16]([F:25])[CH:15]=2)=[CH:8][C:7]=1[CH2:26][N:27]([CH:29]1[CH2:31][CH2:30]1)[CH3:28])([CH3:3])[CH3:2].O1CCCC1.O.O.[OH-].[Li+]. The catalyst is CO. The product is [CH:1]([O:4][C:5](=[O:32])[C:6]1[CH:11]=[CH:10][C:9]([C:12]#[C:13][C:14]2[CH:19]=[CH:18][C:17]([CH2:20][C:21]([OH:23])=[O:22])=[C:16]([F:25])[CH:15]=2)=[CH:8][C:7]=1[CH2:26][N:27]([CH:29]1[CH2:31][CH2:30]1)[CH3:28])([CH3:3])[CH3:2]. The yield is 0.540. (4) The reactants are [CH2:1]([NH:8][C:9]1[N:14]2[N:15]=[CH:16][C:17]([C:18](O)=[O:19])=[C:13]2[N:12]=[CH:11][C:10]=1[C:21]([N:23]1[CH2:28][CH2:27][C:26]2([C:36]3[C:31](=[CH:32][CH:33]=[CH:34][CH:35]=3)[C:30](=[O:37])[O:29]2)[CH2:25][CH2:24]1)=[O:22])[C:2]1[CH:7]=[CH:6][CH:5]=[CH:4][CH:3]=1.[CH3:38][S:39]([NH2:42])(=[O:41])=[O:40]. No catalyst specified. The product is [CH2:1]([NH:8][C:9]1[N:14]2[N:15]=[CH:16][C:17]([C:18]([NH:42][S:39]([CH3:38])(=[O:41])=[O:40])=[O:19])=[C:13]2[N:12]=[CH:11][C:10]=1[C:21]([N:23]1[CH2:24][CH2:25][C:26]2([C:36]3[C:31](=[CH:32][CH:33]=[CH:34][CH:35]=3)[C:30](=[O:37])[O:29]2)[CH2:27][CH2:28]1)=[O:22])[C:2]1[CH:3]=[CH:4][CH:5]=[CH:6][CH:7]=1. The yield is 0.850. (5) The reactants are C[O:2][C:3]([CH:5]1[CH2:10][CH:9]([OH:11])[CH2:8][CH2:7][N:6]1[C:12](=[O:21])[N:13]([CH2:15][CH2:16][CH2:17][CH2:18][CH:19]=[CH2:20])[CH3:14])=[O:4].[Li+].[OH-].Cl. The catalyst is O1CCCC1.O. The product is [CH2:15]([N:13]([CH3:14])[C:12]([N:6]1[CH2:7][CH2:8][CH:9]([OH:11])[CH2:10][CH:5]1[C:3]([OH:4])=[O:2])=[O:21])[CH2:16][CH2:17][CH2:18][CH:19]=[CH2:20]. The yield is 1.00. (6) The reactants are [C:1]([C:3]1[CH:8]=[CH:7][C:6]([C:9]2[N:13]3[CH:14]=[C:15]([C:18]4[CH:26]=[CH:25][C:21]([C:22](O)=[O:23])=[C:20]([Cl:27])[CH:19]=4)[N:16]=[CH:17][C:12]3=[N:11][CH:10]=2)=[CH:5][CH:4]=1)#[N:2].CN(C(ON1N=NC2C=CC=NC1=2)=[N+](C)C)C.F[P-](F)(F)(F)(F)F.CN1CCOCC1.Cl.[NH:60]1[CH2:65][CH2:64][CH:63]([NH:66][C:67](=[O:73])[O:68][C:69]([CH3:72])([CH3:71])[CH3:70])[CH2:62][CH2:61]1. The catalyst is CN(C=O)C.O. The product is [C:1]([C:3]1[CH:8]=[CH:7][C:6]([C:9]2[N:13]3[CH:14]=[C:15]([C:18]4[CH:26]=[CH:25][C:21]([C:22]([N:60]5[CH2:61][CH2:62][CH:63]([NH:66][C:67](=[O:73])[O:68][C:69]([CH3:71])([CH3:70])[CH3:72])[CH2:64][CH2:65]5)=[O:23])=[C:20]([Cl:27])[CH:19]=4)[N:16]=[CH:17][C:12]3=[N:11][CH:10]=2)=[CH:5][CH:4]=1)#[N:2]. The yield is 0.890.